This data is from Forward reaction prediction with 1.9M reactions from USPTO patents (1976-2016). The task is: Predict the product of the given reaction. (1) Given the reactants [Cl:1][C:2]1[C:7]([C:8]2[C:13]([F:14])=[CH:12][C:11]([F:15])=[CH:10][C:9]=2[F:16])=[C:6](Cl)[N:5]=[C:4]([C:18]2[CH:23]=[N:22][CH:21]=[CH:20][N:19]=2)[N:3]=1.[F:24][C:25]([F:30])([F:29])[C@@H:26]([NH2:28])[CH3:27].O, predict the reaction product. The product is: [Cl:1][C:2]1[N:3]=[C:4]([C:18]2[CH:23]=[N:22][CH:21]=[CH:20][N:19]=2)[N:5]=[C:6]([NH:28][C@@H:26]([CH3:27])[C:25]([F:30])([F:29])[F:24])[C:7]=1[C:8]1[C:9]([F:16])=[CH:10][C:11]([F:15])=[CH:12][C:13]=1[F:14]. (2) Given the reactants [BH4-].[Na+].[CH3:3][N:4]([CH3:20])[C:5](=[O:19])[S:6][C:7]1[CH:16]=[C:15]2[C:10]([CH:11]=[CH:12][C:13]([CH:17]=[O:18])=[N:14]2)=[CH:9][CH:8]=1, predict the reaction product. The product is: [CH3:3][N:4]([CH3:20])[C:5](=[O:19])[S:6][C:7]1[CH:16]=[C:15]2[C:10]([CH:11]=[CH:12][C:13]([CH2:17][OH:18])=[N:14]2)=[CH:9][CH:8]=1. (3) Given the reactants [O:1]([CH2:8][CH2:9][S:10][CH2:11][C:12]([OH:14])=O)[C:2]1[CH:7]=[CH:6][CH:5]=[CH:4][CH:3]=1.CCOC1N(C(OCC)=O)C2C(=CC=CC=2)C=C1.[CH3:33][N:34]([CH2:36][C:37]1[N:38]([S:50]([CH3:53])(=[O:52])=[O:51])[C:39]2[C:44]([CH:45]=1)=[CH:43][C:42]([C:46]([NH:48][NH2:49])=[O:47])=[CH:41][CH:40]=2)[CH3:35].O(CCSCC(NNC(C1C=CC2C=C(CN(C)C)OC=2C=1)=O)=O)C1C=CC=CC=1, predict the reaction product. The product is: [O:1]([CH2:8][CH2:9][S:10][CH2:11][C:12]([NH:49][NH:48][C:46]([C:42]1[CH:43]=[C:44]2[C:39](=[CH:40][CH:41]=1)[N:38]([S:50]([CH3:53])(=[O:52])=[O:51])[C:37]([CH2:36][N:34]([CH3:35])[CH3:33])=[CH:45]2)=[O:47])=[O:14])[C:2]1[CH:3]=[CH:4][CH:5]=[CH:6][CH:7]=1. (4) Given the reactants [Cl-:1].[CH2:2]([N+:6]1[CH2:10][CH2:9][N:8]([CH2:11][CH2:12][CH2:13][Si:14]([O:21][CH2:22][CH3:23])([O:18][CH2:19][CH3:20])[O:15][CH2:16][CH3:17])[CH:7]=1)[CH2:3][CH2:4][CH3:5].[Cl-].[Al+3:25].[Cl-].[Cl-], predict the reaction product. The product is: [Cl-:1].[Al:25].[CH2:2]([N+:6]1[CH2:10][CH2:9][N:8]([CH2:11][CH2:12][CH2:13][Si:14]([O:21][CH2:22][CH3:23])([O:18][CH2:19][CH3:20])[O:15][CH2:16][CH3:17])[CH:7]=1)[CH2:3][CH2:4][CH3:5]. (5) Given the reactants C(OC([NH:8][C:9]1[C:14]([C:15]([OH:17])=[O:16])=[C:13]([O:18][CH3:19])[C:12]([O:20][CH3:21])=[CH:11][CH:10]=1)=O)(C)(C)C.[ClH:22].O1CCOCC1, predict the reaction product. The product is: [ClH:22].[NH2:8][C:9]1[C:14]([C:15]([OH:17])=[O:16])=[C:13]([O:18][CH3:19])[C:12]([O:20][CH3:21])=[CH:11][CH:10]=1. (6) The product is: [C:1]([O:5][C:6]([N:8]1[CH2:12][CH2:11][C@H:10]([O:13][C:14]2[CH:22]=[CH:21][C:17]([C:18]([N:41]3[CH2:40][CH2:39][N:38]([S:35]([C:30]4[CH:29]=[CH:28][C:27]5[C:32](=[CH:33][CH:34]=[C:25]([Cl:24])[CH:26]=5)[CH:31]=4)(=[O:37])=[O:36])[CH2:43][CH2:42]3)=[O:20])=[CH:16][CH:15]=2)[CH2:9]1)=[O:7])([CH3:3])([CH3:4])[CH3:2]. Given the reactants [C:1]([O:5][C:6]([N:8]1[CH2:12][CH2:11][C@H:10]([O:13][C:14]2[CH:22]=[CH:21][C:17]([C:18]([OH:20])=O)=[CH:16][CH:15]=2)[CH2:9]1)=[O:7])([CH3:4])([CH3:3])[CH3:2].Cl.[Cl:24][C:25]1[CH:26]=[C:27]2[C:32](=[CH:33][CH:34]=1)[CH:31]=[C:30]([S:35]([N:38]1[CH2:43][CH2:42][NH:41][CH2:40][CH2:39]1)(=[O:37])=[O:36])[CH:29]=[CH:28]2, predict the reaction product.